From a dataset of Catalyst prediction with 721,799 reactions and 888 catalyst types from USPTO. Predict which catalyst facilitates the given reaction. (1) Reactant: [CH3:1][O:2][C:3]1[CH:4]=[CH:5][CH:6]=[C:7]2[C:11]=1[NH:10][CH:9]=[CH:8]2.[H-].[Na+].[C:14]1([S:20](Cl)(=[O:22])=[O:21])[CH:19]=[CH:18][CH:17]=[CH:16][CH:15]=1.O.C(OCC)(=O)C. Product: [C:14]1([S:20]([N:10]2[C:11]3[C:7](=[CH:6][CH:5]=[CH:4][C:3]=3[O:2][CH3:1])[CH:8]=[CH:9]2)(=[O:22])=[O:21])[CH:19]=[CH:18][CH:17]=[CH:16][CH:15]=1. The catalyst class is: 3. (2) Reactant: [CH2:1]([N:8]1[CH2:13][CH2:12][C@H:11]([OH:14])[C@H:10]([CH2:15][O:16]S(C2C=CC(C)=CC=2)(=O)=O)[CH2:9]1)[C:2]1[CH:7]=[CH:6][CH:5]=[CH:4][CH:3]=1.C(=O)([O-])[O-].[K+].[K+].O.C(OCC)(=O)C.[F:40][C:41]1[CH:46]=[CH:45][CH:44]=[CH:43][C:42]=1O. Product: [CH2:1]([N:8]1[CH2:13][CH2:12][C@H:11]([OH:14])[C@H:10]([CH2:15][O:16][C:42]2[CH:43]=[CH:44][CH:45]=[CH:46][C:41]=2[F:40])[CH2:9]1)[C:2]1[CH:3]=[CH:4][CH:5]=[CH:6][CH:7]=1. The catalyst class is: 9. (3) Reactant: [F:1][C:2]1[CH:3]=[C:4]([C:13]([OH:16])([CH3:15])[CH3:14])[CH:5]=[C:6]([F:12])[C:7]=1[CH:8]=[CH:9][O:10]C.Cl. Product: [F:1][C:2]1[CH:3]=[C:4]([C:13]([OH:16])([CH3:14])[CH3:15])[CH:5]=[C:6]([F:12])[C:7]=1[CH2:8][CH:9]=[O:10]. The catalyst class is: 21. (4) Reactant: [CH3:1][CH:2]([O:4]C(/N=N/C(OC(C)C)=O)=O)C.[F:15][C:16]([F:40])([F:39])[C:17]1[N:21]2[N:22]=[C:23]([N:26]3[CH2:31][CH2:30][CH:29]([C:32]4[CH:33]=[C:34]([OH:38])[CH:35]=[CH:36][CH:37]=4)[CH2:28][CH2:27]3)[CH:24]=[CH:25][C:20]2=[N:19][N:18]=1.C1(P(C2C=CC=CC=2)C2C=CC=CC=2)C=CC=CC=1.O1CCCCC1OCCO. Product: [F:40][C:16]([F:15])([F:39])[C:17]1[N:21]2[N:22]=[C:23]([N:26]3[CH2:31][CH2:30][CH:29]([C:32]4[CH:33]=[C:34]([CH:35]=[CH:36][CH:37]=4)[O:38][CH2:1][CH2:2][OH:4])[CH2:28][CH2:27]3)[CH:24]=[CH:25][C:20]2=[N:19][N:18]=1. The catalyst class is: 1. (5) Reactant: Br[CH2:2][C:3]1[C:4]([C:16]2[CH:21]=[CH:20][CH:19]=[CH:18][CH:17]=2)=[N:5][C:6]2[C:11]([C:12]=1[C:13]([OH:15])=[O:14])=[CH:10][CH:9]=[CH:8][CH:7]=2.[N:22]1[CH:23]=[N:24][N:25]2[CH2:30][CH2:29][NH:28][CH2:27][C:26]=12.C(N(CC)CC)C. Product: [N:22]1[CH:23]=[N:24][N:25]2[CH2:30][CH2:29][N:28]([CH2:2][C:3]3[C:4]([C:16]4[CH:21]=[CH:20][CH:19]=[CH:18][CH:17]=4)=[N:5][C:6]4[C:11]([C:12]=3[C:13]([OH:15])=[O:14])=[CH:10][CH:9]=[CH:8][CH:7]=4)[CH2:27][C:26]=12. The catalyst class is: 3. (6) Reactant: [C:1]([C:5]1[N:10]=[C:9]([N:11]2[CH2:16][CH2:15][NH:14][CH2:13][CH2:12]2)[CH:8]=[C:7]([CH:17]2[CH2:20][CH2:19][CH2:18]2)[N:6]=1)([CH3:4])([CH3:3])[CH3:2].Br[CH2:22][CH2:23][CH2:24][CH2:25][N:26]1[C:30](=[O:31])[C:29]2=[CH:32][CH:33]=[CH:34][CH:35]=[C:28]2[C:27]1=[O:36].C(N(CC)CC)C. Product: [C:1]([C:5]1[N:10]=[C:9]([N:11]2[CH2:12][CH2:13][N:14]([CH2:22][CH2:23][CH2:24][CH2:25][N:26]3[C:30](=[O:31])[C:29]4[C:28](=[CH:35][CH:34]=[CH:33][CH:32]=4)[C:27]3=[O:36])[CH2:15][CH2:16]2)[CH:8]=[C:7]([CH:17]2[CH2:20][CH2:19][CH2:18]2)[N:6]=1)([CH3:4])([CH3:2])[CH3:3]. The catalyst class is: 9. (7) Reactant: [OH:1][C:2]1[CH:10]=[CH:9][CH:8]=[C:7]2[C:3]=1[CH:4]=[C:5]([C:12]([OH:14])=O)[N:6]2[CH3:11].CN(C(ON1N=NC2C=CC=CC1=2)=[N+](C)C)C.[B-](F)(F)(F)F.C1C=CC2N(O)N=NC=2C=1.CCN(C(C)C)C(C)C.Cl.Cl.[CH3:58][N:59]([CH3:68])[C:60]1[CH:67]=[CH:66][C:63]([CH2:64][NH2:65])=[CH:62][CH:61]=1. Product: [CH3:58][N:59]([CH3:68])[C:60]1[CH:67]=[CH:66][C:63]([CH2:64][NH:65][C:12]([C:5]2[N:6]([CH3:11])[C:7]3[C:3]([CH:4]=2)=[C:2]([OH:1])[CH:10]=[CH:9][CH:8]=3)=[O:14])=[CH:62][CH:61]=1. The catalyst class is: 3. (8) Reactant: [N:1]1[C:10]2[C:5](=[CH:6][C:7]([C:11]([NH:13][NH2:14])=[O:12])=[CH:8][CH:9]=2)[CH:4]=[CH:3][CH:2]=1.C(N(CC)C(C)C)(C)C.[C:24]1([S:30](Cl)(=[O:32])=[O:31])[CH:29]=[CH:28][CH:27]=[CH:26][CH:25]=1. Product: [C:24]1([S:30]([NH:14][NH:13][C:11]([C:7]2[CH:6]=[C:5]3[C:10](=[CH:9][CH:8]=2)[N:1]=[CH:2][CH:3]=[CH:4]3)=[O:12])(=[O:32])=[O:31])[CH:29]=[CH:28][CH:27]=[CH:26][CH:25]=1. The catalyst class is: 230.